From a dataset of Forward reaction prediction with 1.9M reactions from USPTO patents (1976-2016). Predict the product of the given reaction. (1) Given the reactants C1(P(C2C=CC=CC=2)C2C=CC=CC=2)C=CC=CC=1.[CH3:20][O:21][C:22](=[O:31])[C:23]1[CH:28]=[CH:27][C:26]([Br:29])=[C:25]([OH:30])[CH:24]=1.CCOC(/N=N/C(OCC)=O)=O.[Cl:44][C:45]1[CH:50]=[C:49]([Cl:51])[CH:48]=[CH:47][C:46]=1[CH2:52][CH2:53]O, predict the reaction product. The product is: [CH3:20][O:21][C:22](=[O:31])[C:23]1[CH:28]=[CH:27][C:26]([Br:29])=[C:25]([O:30][CH2:53][CH2:52][C:46]2[CH:47]=[CH:48][C:49]([Cl:51])=[CH:50][C:45]=2[Cl:44])[CH:24]=1. (2) Given the reactants [C:1]1([C@H:7]2[CH2:12][CH2:11][N:10]([C:13]([O:15][C:16]([CH3:19])([CH3:18])[CH3:17])=[O:14])[CH2:9][C@H:8]2[C:20]([O:22][CH3:23])=[O:21])[CH:6]=[CH:5][CH:4]=[CH:3][CH:2]=1.C[O-].[Na+], predict the reaction product. The product is: [C:1]1([C@H:7]2[CH2:12][CH2:11][N:10]([C:13]([O:15][C:16]([CH3:17])([CH3:18])[CH3:19])=[O:14])[CH2:9][C@@H:8]2[C:20]([O:22][CH3:23])=[O:21])[CH:6]=[CH:5][CH:4]=[CH:3][CH:2]=1. (3) Given the reactants [C:1]([O:5][C:6]([NH:8][C:9]1[CH:14]=[C:13]([Cl:15])[CH:12]=[C:11]([CH2:16]O)[N:10]=1)=[O:7])([CH3:4])([CH3:3])[CH3:2].[Cl:18]CCl.S(Cl)(Cl)=O.C(=O)(O)[O-].[Na+], predict the reaction product. The product is: [C:1]([O:5][C:6]([NH:8][C:9]1[CH:14]=[C:13]([Cl:15])[CH:12]=[C:11]([CH2:16][Cl:18])[N:10]=1)=[O:7])([CH3:4])([CH3:3])[CH3:2]. (4) Given the reactants [O:1]1[CH:5]=[CH:4][CH:3]=[C:2]1[C:6](Cl)=[O:7].Cl.Cl.[CH3:11][O:12][C:13](=[O:41])[CH2:14][CH:15]([NH2:40])[CH:16]1[O:20][N:19]=[C:18]([C:21]2[CH:26]=[CH:25][C:24]([O:27][CH2:28][C:29]3[C:38]4[C:33](=[CH:34][CH:35]=[CH:36][CH:37]=4)[N:32]=[C:31]([CH3:39])[CH:30]=3)=[CH:23][CH:22]=2)[CH2:17]1.C(=O)([O-])[O-].[Na+].[Na+], predict the reaction product. The product is: [CH3:11][O:12][C:13](=[O:41])[CH2:14][CH:15]([NH:40][C:6]([C:2]1[O:1][CH:5]=[CH:4][CH:3]=1)=[O:7])[CH:16]1[O:20][N:19]=[C:18]([C:21]2[CH:22]=[CH:23][C:24]([O:27][CH2:28][C:29]3[C:38]4[C:33](=[CH:34][CH:35]=[CH:36][CH:37]=4)[N:32]=[C:31]([CH3:39])[CH:30]=3)=[CH:25][CH:26]=2)[CH2:17]1. (5) Given the reactants [Cl:1][C:2]1[CH:3]=[CH:4][C:5]([O:39][CH3:40])=[C:6]([C:8]2[C:17]3[C:12](=[CH:13][C:14]([S:18]([N:21](CC4C=CC(OC)=CC=4OC)[C:22]4[S:26][N:25]=[CH:24][N:23]=4)(=[O:20])=[O:19])=[CH:15][CH:16]=3)[C:11](=[O:38])[NH:10][N:9]=2)[CH:7]=1.C(Cl)Cl.C(O)(C(F)(F)F)=O.[NH4+].[OH-], predict the reaction product. The product is: [Cl:1][C:2]1[CH:3]=[CH:4][C:5]([O:39][CH3:40])=[C:6]([C:8]2[C:17]3[C:12](=[CH:13][C:14]([S:18]([NH:21][C:22]4[S:26][N:25]=[CH:24][N:23]=4)(=[O:20])=[O:19])=[CH:15][CH:16]=3)[C:11](=[O:38])[NH:10][N:9]=2)[CH:7]=1. (6) The product is: [CH3:20][O:19][C:17](=[O:18])[CH:16]([C:12]1[CH:13]=[CH:14][CH:15]=[C:10]([CH2:9][NH:8][C:6]([O:5][C:1]([CH3:3])([CH3:2])[CH3:4])=[O:7])[CH:11]=1)[CH2:21][P:22]([CH:27]([NH2:31])[CH:28]([CH3:29])[CH3:30])([O:24][CH2:25][CH3:26])=[O:23]. Given the reactants [C:1]([O:5][C:6]([NH:8][CH2:9][C:10]1[CH:11]=[C:12]([CH:16]([CH2:21][P:22]([CH:27]([NH:31]C(OCC2C=CC=CC=2)=O)[CH:28]([CH3:30])[CH3:29])([O:24][CH2:25][CH3:26])=[O:23])[C:17]([O:19][CH3:20])=[O:18])[CH:13]=[CH:14][CH:15]=1)=[O:7])([CH3:4])([CH3:3])[CH3:2], predict the reaction product.